From a dataset of Full USPTO retrosynthesis dataset with 1.9M reactions from patents (1976-2016). Predict the reactants needed to synthesize the given product. (1) Given the product [Cl:66][CH2:19][CH2:20][CH2:21][O:22][C:23]1[CH:32]=[C:31]2[C:26]([C:27]([NH:33][C:34]3[NH:35][N:36]=[C:37]([CH2:39][C:40]([NH:42][C:43]4[CH:48]=[C:47]([F:49])[CH:46]=[C:45]([F:50])[CH:44]=4)=[O:41])[CH:38]=3)=[N:28][CH:29]=[N:30]2)=[CH:25][C:24]=1[O:51][CH3:52], predict the reactants needed to synthesize it. The reactants are: P(OCCN([CH2:19][CH2:20][CH2:21][O:22][C:23]1[CH:32]=[C:31]2[C:26]([C:27]([NH:33][C:34]3[CH:38]=[C:37]([CH2:39][C:40]([NH:42][C:43]4[CH:48]=[C:47]([F:49])[CH:46]=[C:45]([F:50])[CH:44]=4)=[O:41])[NH:36][N:35]=3)=[N:28][CH:29]=[N:30]2)=[CH:25][C:24]=1[O:51][CH3:52])CC)(OC(C)(C)C)(OC(C)(C)C)=O.C(O)(=O)C.FC1C=C(C=C(F)C=1)N.[ClH:66].CN(C)CCCN=C=NCC.OC1C=CC=C[N+]=1[O-]. (2) Given the product [CH3:16][O:15][C:13](=[O:14])[CH2:12][C:8]1[CH:9]=[C:10]2[C:5](=[CH:6][CH:7]=1)[N:4]=[CH:3][C:2]([N:21]1[CH2:22][C@@H:17]3[CH2:23][C@H:20]1[CH2:19][N:18]3[CH3:24])=[CH:11]2, predict the reactants needed to synthesize it. The reactants are: Br[C:2]1[CH:3]=[N:4][C:5]2[C:10]([CH:11]=1)=[CH:9][C:8]([CH2:12][C:13]([O:15][CH3:16])=[O:14])=[CH:7][CH:6]=2.[C@H:17]12[CH2:23][C@H:20]([NH:21][CH2:22]1)[CH2:19][N:18]2[C:24](OC(C)(C)C)=O.CC1(C)C2C(=C(P(C3C=CC=CC=3)C3C=CC=CC=3)C=CC=2)OC2C(P(C3C=CC=CC=3)C3C=CC=CC=3)=CC=CC1=2.C(O[Na])(C)(C)C. (3) Given the product [Cl:1][C:2]1[CH:9]=[C:8]([F:10])[CH:7]=[CH:6][C:3]=1[CH2:4][NH:5][C:12]1[S:11][CH2:17][C:15](=[O:16])[N:14]=1, predict the reactants needed to synthesize it. The reactants are: [Cl:1][C:2]1[CH:9]=[C:8]([F:10])[CH:7]=[CH:6][C:3]=1[CH2:4][NH2:5].[S:11]1[CH2:17][C:15](=[O:16])[NH:14][C:12]1=S.CCN(C(C)C)C(C)C. (4) Given the product [ClH:26].[O:1]1[C:5]2[CH:6]=[CH:7][CH:8]=[CH:9][C:4]=2[N:3]=[C:2]1[NH:10][C@H:11]1[CH2:15][NH:14][C@H:13]([C:23]([N:30]2[CH2:31][CH2:32][CH2:33][CH:29]2[C:27]#[N:28])=[O:25])[CH2:12]1, predict the reactants needed to synthesize it. The reactants are: [O:1]1[C:5]2[CH:6]=[CH:7][CH:8]=[CH:9][C:4]=2[N:3]=[C:2]1[NH:10][C@H:11]1[CH2:15][N:14](C(OC(C)(C)C)=O)[C@H:13]([C:23]([OH:25])=O)[CH2:12]1.[ClH:26].[C:27]([C@@H:29]1[CH2:33][CH2:32][CH2:31][NH:30]1)#[N:28]. (5) Given the product [CH:13]1([C:16]2[C:17]([N:23]3[CH2:28][CH2:27][N:26]([C:4]([C:3]4[CH:7]=[CH:8][C:9]([I:11])=[CH:10][C:2]=4[F:1])=[O:6])[CH2:25][CH2:24]3)=[N:18][CH:19]=[C:20]([CH3:22])[CH:21]=2)[CH2:14][CH2:15]1, predict the reactants needed to synthesize it. The reactants are: [F:1][C:2]1[CH:10]=[C:9]([I:11])[CH:8]=[CH:7][C:3]=1[C:4]([OH:6])=O.Cl.[CH:13]1([C:16]2[C:17]([N:23]3[CH2:28][CH2:27][NH:26][CH2:25][CH2:24]3)=[N:18][CH:19]=[C:20]([CH3:22])[CH:21]=2)[CH2:15][CH2:14]1. (6) Given the product [CH2:3]([NH:7][C:8](=[O:31])[N:9]([C:11]1[CH:12]=[C:13]([C:17]2[CH:18]=[CH:19][C:20](/[CH:23]=[C:24](\[O:29][CH3:30])/[C:25]([OH:27])=[O:26])=[CH:21][CH:22]=2)[CH:14]=[CH:15][CH:16]=1)[CH3:10])[CH2:4][CH2:5][CH3:6], predict the reactants needed to synthesize it. The reactants are: [OH-].[Na+].[CH2:3]([NH:7][C:8](=[O:31])[N:9]([C:11]1[CH:12]=[C:13]([C:17]2[CH:22]=[CH:21][C:20](/[CH:23]=[C:24](\[O:29][CH3:30])/[C:25]([O:27]C)=[O:26])=[CH:19][CH:18]=2)[CH:14]=[CH:15][CH:16]=1)[CH3:10])[CH2:4][CH2:5][CH3:6].C(O)(=O)C. (7) Given the product [O:17]1[CH:21]2[O:22][CH2:23][CH2:24][CH:20]2[CH:19]([O:25][C:26](=[O:44])[NH:27][CH:28]([CH2:37][C:38]2[CH:39]=[CH:40][CH:41]=[CH:42][CH:43]=2)[CH:29]([OH:36])[CH2:30][N:31]([S:13]([C:10]2[CH:11]=[CH:12][C:4]3[O:3][C:2]([Br:1])=[C:6]([CH2:7][Br:8])[C:5]=3[CH:9]=2)(=[O:15])=[O:14])[CH2:32][CH:33]([CH3:35])[CH3:34])[CH2:18]1, predict the reactants needed to synthesize it. The reactants are: [Br:1][C:2]1[O:3][C:4]2[CH:12]=[CH:11][C:10]([S:13](Cl)(=[O:15])=[O:14])=[CH:9][C:5]=2[C:6]=1[CH2:7][Br:8].[O:17]1[CH:21]2[O:22][CH2:23][CH2:24][CH:20]2[CH:19]([O:25][C:26](=[O:44])[NH:27][CH:28]([CH2:37][C:38]2[CH:43]=[CH:42][CH:41]=[CH:40][CH:39]=2)[CH:29]([OH:36])[CH2:30][NH:31][CH2:32][CH:33]([CH3:35])[CH3:34])[CH2:18]1.C([O-])(O)=O.[Na+]. (8) Given the product [CH3:1][C:2]1[NH:3][C:4]2[C:9]([C:10]=1[CH3:11])=[CH:8][C:7]([O:12][C:13]1[C:22]3[C:17](=[CH:18][C:19]([O:25][CH2:33][CH2:32][N:30]([CH2:29][CH2:28][O:27][CH3:26])[CH3:31])=[C:20]([O:23][CH3:24])[CH:21]=3)[N:16]=[CH:15][N:14]=1)=[CH:6][CH:5]=2, predict the reactants needed to synthesize it. The reactants are: [CH3:1][C:2]1[NH:3][C:4]2[C:9]([C:10]=1[CH3:11])=[CH:8][C:7]([O:12][C:13]1[C:22]3[C:17](=[CH:18][C:19]([OH:25])=[C:20]([O:23][CH3:24])[CH:21]=3)[N:16]=[CH:15][N:14]=1)=[CH:6][CH:5]=2.[CH3:26][O:27][CH2:28][CH2:29][N:30]([CH2:32][CH2:33]O)[CH3:31].